From a dataset of NCI-60 drug combinations with 297,098 pairs across 59 cell lines. Regression. Given two drug SMILES strings and cell line genomic features, predict the synergy score measuring deviation from expected non-interaction effect. (1) Drug 1: CS(=O)(=O)C1=CC(=C(C=C1)C(=O)NC2=CC(=C(C=C2)Cl)C3=CC=CC=N3)Cl. Drug 2: CCN(CC)CCNC(=O)C1=C(NC(=C1C)C=C2C3=C(C=CC(=C3)F)NC2=O)C. Cell line: SK-MEL-2. Synergy scores: CSS=-2.03, Synergy_ZIP=4.02, Synergy_Bliss=5.45, Synergy_Loewe=-1.82, Synergy_HSA=-0.452. (2) Drug 1: CNC(=O)C1=CC=CC=C1SC2=CC3=C(C=C2)C(=NN3)C=CC4=CC=CC=N4. Drug 2: CC(C)(C#N)C1=CC(=CC(=C1)CN2C=NC=N2)C(C)(C)C#N. Cell line: IGROV1. Synergy scores: CSS=3.82, Synergy_ZIP=-0.289, Synergy_Bliss=3.32, Synergy_Loewe=3.30, Synergy_HSA=3.34. (3) Drug 1: CC1=C(C=C(C=C1)NC2=NC=CC(=N2)N(C)C3=CC4=NN(C(=C4C=C3)C)C)S(=O)(=O)N.Cl. Drug 2: C1CC(=O)NC(=O)C1N2C(=O)C3=CC=CC=C3C2=O. Cell line: NCIH23. Synergy scores: CSS=2.34, Synergy_ZIP=0.804, Synergy_Bliss=2.90, Synergy_Loewe=4.04, Synergy_HSA=2.88. (4) Drug 1: CCCS(=O)(=O)NC1=C(C(=C(C=C1)F)C(=O)C2=CNC3=C2C=C(C=N3)C4=CC=C(C=C4)Cl)F. Drug 2: CC1=CC=C(C=C1)C2=CC(=NN2C3=CC=C(C=C3)S(=O)(=O)N)C(F)(F)F. Cell line: OVCAR3. Synergy scores: CSS=1.83, Synergy_ZIP=-1.11, Synergy_Bliss=0.995, Synergy_Loewe=-0.104, Synergy_HSA=-0.371. (5) Drug 1: C1=NC2=C(N=C(N=C2N1C3C(C(C(O3)CO)O)F)Cl)N. Drug 2: C1CN1C2=NC(=NC(=N2)N3CC3)N4CC4. Cell line: 786-0. Synergy scores: CSS=35.3, Synergy_ZIP=-3.17, Synergy_Bliss=-0.415, Synergy_Loewe=-2.84, Synergy_HSA=1.82. (6) Drug 1: C1=NC2=C(N=C(N=C2N1C3C(C(C(O3)CO)O)F)Cl)N. Drug 2: CC1CCC2CC(C(=CC=CC=CC(CC(C(=O)C(C(C(=CC(C(=O)CC(OC(=O)C3CCCCN3C(=O)C(=O)C1(O2)O)C(C)CC4CCC(C(C4)OC)O)C)C)O)OC)C)C)C)OC. Cell line: HCT-15. Synergy scores: CSS=7.01, Synergy_ZIP=-4.28, Synergy_Bliss=-4.62, Synergy_Loewe=-11.3, Synergy_HSA=-4.44. (7) Synergy scores: CSS=0.0480, Synergy_ZIP=2.80, Synergy_Bliss=5.59, Synergy_Loewe=0.231, Synergy_HSA=0.0778. Drug 2: COC1=C2C(=CC3=C1OC=C3)C=CC(=O)O2. Drug 1: CCCCCOC(=O)NC1=NC(=O)N(C=C1F)C2C(C(C(O2)C)O)O. Cell line: UACC62.